This data is from Full USPTO retrosynthesis dataset with 1.9M reactions from patents (1976-2016). The task is: Predict the reactants needed to synthesize the given product. The reactants are: [Cl:1][C:2]1[CH:7]=[C:6]([C:8]2[CH:13]=[CH:12][CH:11]=[CH:10][CH:9]=2)[C:5]([NH2:14])=[CH:4][CH:3]=1.C([O-])(=O)C.[Na+].[C:20]([O:24][C:25](=[O:28])[CH2:26]Br)([CH3:23])([CH3:22])[CH3:21]. Given the product [Cl:1][C:2]1[CH:3]=[CH:4][C:5]([NH:14][CH2:26][C:25]([O:24][C:20]([CH3:23])([CH3:22])[CH3:21])=[O:28])=[C:6]([C:8]2[CH:13]=[CH:12][CH:11]=[CH:10][CH:9]=2)[CH:7]=1, predict the reactants needed to synthesize it.